This data is from Forward reaction prediction with 1.9M reactions from USPTO patents (1976-2016). The task is: Predict the product of the given reaction. (1) Given the reactants [F:1][CH:2]([F:11])[C:3]1[C:4]([F:10])=[C:5]([CH:7]=[CH:8][CH:9]=1)[NH2:6].[Br:12]N1C(=O)CCC1=O, predict the reaction product. The product is: [Br:12][C:9]1[CH:8]=[CH:7][C:5]([NH2:6])=[C:4]([F:10])[C:3]=1[CH:2]([F:1])[F:11]. (2) Given the reactants [C:1](OCCl)(=O)[C:2](C)([CH3:4])[CH3:3].[CH3:10][O:11][C:12]1[CH:13]=[C:14]2[C:19](=[CH:20][C:21]=1[O:22][CH2:23][C:24]1[CH:29]=[CH:28][CH:27]=[CH:26][CH:25]=1)[N:18]=[CH:17][NH:16][C:15]2=[O:30].[C:31](=[O:34])([O-])[O-:32].[K+].[K+].[CH3:37]C(N(C)C)=O, predict the reaction product. The product is: [CH2:23]([O:22][C:21]1[CH:20]=[C:19]2[C:14]([C:15](=[O:30])[N:16]([CH2:37][C:31]([O:32][C:2]([CH3:4])([CH3:3])[CH3:1])=[O:34])[CH:17]=[N:18]2)=[CH:13][C:12]=1[O:11][CH3:10])[C:24]1[CH:25]=[CH:26][CH:27]=[CH:28][CH:29]=1. (3) Given the reactants [Cl:1][C:2]1[CH:7]=[C:6]([NH2:8])[CH:5]=[CH:4][C:3]=1[C:9]1[CH:14]=[CH:13][C:12]([S:15]([CH3:18])(=[O:17])=[O:16])=[CH:11][CH:10]=1.[C:19](N1C=CN=C1)(N1C=CN=C1)=[S:20], predict the reaction product. The product is: [Cl:1][C:2]1[CH:7]=[C:6]([N:8]=[C:19]=[S:20])[CH:5]=[CH:4][C:3]=1[C:9]1[CH:10]=[CH:11][C:12]([S:15]([CH3:18])(=[O:17])=[O:16])=[CH:13][CH:14]=1. (4) Given the reactants [CH3:1][C:2]1[N:7]=[CH:6][C:5]([N:8]2[CH:12]=[C:11]([C:13]3[N:14]=[CH:15][S:16][CH:17]=3)[N:10]=[C:9]2[C:18]2[CH:23]=[CH:22][C:21]([NH:24][C:25]3[C:30]([N+:31]([O-])=O)=[CH:29][CH:28]=[CH:27][N:26]=3)=[CH:20][CH:19]=2)=[CH:4][CH:3]=1.[H][H], predict the reaction product. The product is: [CH3:1][C:2]1[N:7]=[CH:6][C:5]([N:8]2[CH:12]=[C:11]([C:13]3[N:14]=[CH:15][S:16][CH:17]=3)[N:10]=[C:9]2[C:18]2[CH:19]=[CH:20][C:21]([NH:24][C:25]3[C:30]([NH2:31])=[CH:29][CH:28]=[CH:27][N:26]=3)=[CH:22][CH:23]=2)=[CH:4][CH:3]=1. (5) Given the reactants [OH:1][C:2]1[CH:3]=[C:4]([CH2:8][CH2:9][C:10]([OH:12])=[O:11])[CH:5]=[CH:6][CH:7]=1.[OH-].C([P+](CCCC)(CCCC)CCCC)CCC.Cl[CH2:32][C:33]1[CH:34]=[C:35]([C:42]2[CH:47]=[C:46]([O:48][CH3:49])[CH:45]=[CH:44][C:43]=2[F:50])[C:36]([CH:39]2[CH2:41][CH2:40]2)=[CH:37][CH:38]=1, predict the reaction product. The product is: [CH:39]1([C:36]2[C:35]([C:42]3[CH:47]=[C:46]([O:48][CH3:49])[CH:45]=[CH:44][C:43]=3[F:50])=[CH:34][C:33]([CH2:32][O:1][C:2]3[CH:3]=[C:4]([CH2:8][CH2:9][C:10]([OH:12])=[O:11])[CH:5]=[CH:6][CH:7]=3)=[CH:38][CH:37]=2)[CH2:41][CH2:40]1.